From a dataset of Full USPTO retrosynthesis dataset with 1.9M reactions from patents (1976-2016). Predict the reactants needed to synthesize the given product. (1) Given the product [CH2:20]([O:11][C:3]1[CH:4]=[C:5]([Br:28])[CH:6]=[C:7]([N+:8]([O-:10])=[O:9])[C:2]=1[NH2:1])[C:21]1[CH:26]=[CH:25][CH:24]=[CH:23][CH:22]=1, predict the reactants needed to synthesize it. The reactants are: [NH2:1][C:2]1[C:7]([N+:8]([O-:10])=[O:9])=[CH:6][CH:5]=[CH:4][C:3]=1[OH:11].C(=O)([O-])[O-].[K+].[K+].[I-].[Na+].[CH2:20](Cl)[C:21]1[CH:26]=[CH:25][CH:24]=[CH:23][CH:22]=1.[Br:28]N1C(=O)CCC1=O. (2) Given the product [CH:1]1([CH2:4][N:5]([CH2:24][CH2:25][CH3:26])[C:6]2[N:11]=[CH:10][N:9]=[C:8]([C:12]([NH:14][C:15]3[CH:20]=[CH:19][C:18]([CH2:21][NH:28][CH:29]([CH3:37])[C:30]([O:32][C:33]([CH3:36])([CH3:35])[CH3:34])=[O:31])=[CH:17][C:16]=3[CH3:23])=[O:13])[CH:7]=2)[CH2:3][CH2:2]1, predict the reactants needed to synthesize it. The reactants are: [CH:1]1([CH2:4][N:5]([CH2:24][CH2:25][CH3:26])[C:6]2[N:11]=[CH:10][N:9]=[C:8]([C:12]([NH:14][C:15]3[CH:20]=[CH:19][C:18]([CH:21]=O)=[CH:17][C:16]=3[CH3:23])=[O:13])[CH:7]=2)[CH2:3][CH2:2]1.Cl.[NH2:28][CH:29]([CH3:37])[C:30]([O:32][C:33]([CH3:36])([CH3:35])[CH3:34])=[O:31].C(=O)([O-])[O-].C(O[BH-](OC(=O)C)OC(=O)C)(=O)C. (3) Given the product [CH2:1]([O:8][C:9]([N:11]([CH2:32][C:33]([N:35]1[CH2:39][C@@H:38]([F:40])[CH2:37][C@H:36]1[C:41]#[N:42])=[O:34])[C:12]12[CH2:13][CH2:14][C:15]([C:20]([NH:45][CH2:43][CH3:44])=[O:21])([CH2:18][CH2:19]1)[CH2:16][CH2:17]2)=[O:10])[C:2]1[CH:3]=[CH:4][CH:5]=[CH:6][CH:7]=1, predict the reactants needed to synthesize it. The reactants are: [CH2:1]([O:8][C:9]([N:11]([CH2:32][C:33]([N:35]1[CH2:39][C@@H:38]([F:40])[CH2:37][C@H:36]1[C:41]#[N:42])=[O:34])[C:12]12[CH2:19][CH2:18][C:15]([C:20](ON3C4C=CC=CC=4N=N3)=[O:21])([CH2:16][CH2:17]1)[CH2:14][CH2:13]2)=[O:10])[C:2]1[CH:7]=[CH:6][CH:5]=[CH:4][CH:3]=1.[CH2:43]([NH2:45])[CH3:44].